Dataset: Full USPTO retrosynthesis dataset with 1.9M reactions from patents (1976-2016). Task: Predict the reactants needed to synthesize the given product. Given the product [CH3:3][C:4]1([CH3:32])[CH2:13][C:12]2[C:7](=[C:8]3[CH2:17][C:16]([CH3:18])([CH3:19])[O:15][C:9]3=[C:10]([O:14][CH2:34][CH2:35][CH3:36])[CH:11]=2)[C:6]([C:20]2[CH:25]=[CH:24][CH:23]=[C:22]([C:26]3[CH:31]=[CH:30][N:29]=[CH:28][CH:27]=3)[CH:21]=2)=[N:5]1, predict the reactants needed to synthesize it. The reactants are: [H-].[Na+].[CH3:3][C:4]1([CH3:32])[CH2:13][C:12]2[C:7](=[C:8]3[CH2:17][C:16]([CH3:19])([CH3:18])[O:15][C:9]3=[C:10]([OH:14])[CH:11]=2)[C:6]([C:20]2[CH:25]=[CH:24][CH:23]=[C:22]([C:26]3[CH:31]=[CH:30][N:29]=[CH:28][CH:27]=3)[CH:21]=2)=[N:5]1.I[CH2:34][CH2:35][CH3:36].